The task is: Regression/Classification. Given a drug SMILES string, predict its absorption, distribution, metabolism, or excretion properties. Task type varies by dataset: regression for continuous measurements (e.g., permeability, clearance, half-life) or binary classification for categorical outcomes (e.g., BBB penetration, CYP inhibition). Dataset: cyp1a2_veith.. This data is from CYP1A2 inhibition data for predicting drug metabolism from PubChem BioAssay. The compound is CC(=O)OC[C@@H]1O[C@@H](O/N=C2/C[C@@H](O)[C@@H](O)[C@@H]3[C@@H]4C(=O)N(Cc5ccccc5)C(=O)[C@H]4CC[C@@H]23)[C@H](OC(C)=O)[C@H](OC(C)=O)[C@@H]1OC(C)=O. The result is 0 (non-inhibitor).